Task: Regression. Given two drug SMILES strings and cell line genomic features, predict the synergy score measuring deviation from expected non-interaction effect.. Dataset: NCI-60 drug combinations with 297,098 pairs across 59 cell lines Drug 1: C1=CC(=C2C(=C1NCCNCCO)C(=O)C3=C(C=CC(=C3C2=O)O)O)NCCNCCO. Drug 2: CC1CCC2CC(C(=CC=CC=CC(CC(C(=O)C(C(C(=CC(C(=O)CC(OC(=O)C3CCCCN3C(=O)C(=O)C1(O2)O)C(C)CC4CCC(C(C4)OC)O)C)C)O)OC)C)C)C)OC. Cell line: SNB-19. Synergy scores: CSS=36.7, Synergy_ZIP=-7.29, Synergy_Bliss=-9.16, Synergy_Loewe=-6.01, Synergy_HSA=-3.10.